Dataset: Forward reaction prediction with 1.9M reactions from USPTO patents (1976-2016). Task: Predict the product of the given reaction. (1) Given the reactants [NH2:1][CH2:2][CH2:3][CH2:4][CH2:5][CH2:6][CH2:7][N:8]1[CH2:13][CH2:12][CH:11]([C:14]2[CH:15]=[C:16]([NH:20][C:21](=[O:25])[CH:22]([CH3:24])[CH3:23])[CH:17]=[CH:18][CH:19]=2)[CH2:10][CH2:9]1.[O:26]([C:33]1[N:41]=[CH:40][CH:39]=[CH:38][C:34]=1[C:35](Cl)=[O:36])[C:27]1[CH:32]=[CH:31][CH:30]=[CH:29][CH:28]=1, predict the reaction product. The product is: [C:21]([NH:20][C:16]1[CH:15]=[C:14]([CH:11]2[CH2:12][CH2:13][N:8]([CH2:7][CH2:6][CH2:5][CH2:4][CH2:3][CH2:2][NH:1][C:35](=[O:36])[C:34]3[CH:38]=[CH:39][CH:40]=[N:41][C:33]=3[O:26][C:27]3[CH:28]=[CH:29][CH:30]=[CH:31][CH:32]=3)[CH2:9][CH2:10]2)[CH:19]=[CH:18][CH:17]=1)(=[O:25])[CH:22]([CH3:23])[CH3:24]. (2) Given the reactants C(O[C:4]([C:6]1[C:7]([NH:14][CH2:15][CH2:16][NH:17][C:18]([NH:20][C:21]2[C:26]([CH3:27])=[CH:25][CH:24]=[CH:23][C:22]=2[CH3:28])=O)=[N:8][C:9]([S:12][CH3:13])=[N:10][CH:11]=1)=[O:5])C, predict the reaction product. The product is: [CH3:27][C:26]1[CH:25]=[CH:24][CH:23]=[C:22]([CH3:28])[C:21]=1[N:20]1[C:4](=[O:5])[C:6]2[CH:11]=[N:10][C:9]([S:12][CH3:13])=[N:8][C:7]=2[N:14]2[CH2:15][CH2:16][N:17]=[C:18]12. (3) Given the reactants [NH2:1][C:2]1[CH:3]=[CH:4][C:5]2[O:9][C:8](=[O:10])[NH:7][C:6]=2[CH:11]=1.[F:12][C:13]1[CH:30]=[CH:29][C:16]([CH2:17][CH:18]2[CH2:23][CH2:22][N:21]([C:24](=[O:28])[C:25](O)=[O:26])[CH2:20][CH2:19]2)=[CH:15][CH:14]=1, predict the reaction product. The product is: [F:12][C:13]1[CH:30]=[CH:29][C:16]([CH2:17][CH:18]2[CH2:19][CH2:20][N:21]([C:24](=[O:28])[C:25]([NH:1][C:2]3[CH:3]=[CH:4][C:5]4[O:9][C:8](=[O:10])[NH:7][C:6]=4[CH:11]=3)=[O:26])[CH2:22][CH2:23]2)=[CH:15][CH:14]=1. (4) Given the reactants [Cl:1][C:2]1[CH:7]=[CH:6][CH:5]=[CH:4][C:3]=1I.[CH2:9]([OH:12])[CH:10]=[CH2:11].C([O-])(O)=O.[Na+].O, predict the reaction product. The product is: [Cl:1][C:2]1[CH:7]=[CH:6][CH:5]=[CH:4][C:3]=1[CH:11]=[CH:10][CH:9]=[O:12]. (5) The product is: [CH2:1]([C:3]1([CH2:7][O:8][C:9]2[CH:10]=[CH:11][C:12]([NH2:15])=[CH:13][CH:14]=2)[CH2:4][O:5][CH2:6]1)[CH3:2]. Given the reactants [CH2:1]([C:3]1([CH2:7][O:8][C:9]2[CH:14]=[CH:13][C:12]([N+:15]([O-])=O)=[CH:11][CH:10]=2)[CH2:6][O:5][CH2:4]1)[CH3:2].C1COCC1.CCO.[Cl-].[NH4+], predict the reaction product.